From a dataset of NCI-60 drug combinations with 297,098 pairs across 59 cell lines. Regression. Given two drug SMILES strings and cell line genomic features, predict the synergy score measuring deviation from expected non-interaction effect. (1) Drug 1: CNC(=O)C1=NC=CC(=C1)OC2=CC=C(C=C2)NC(=O)NC3=CC(=C(C=C3)Cl)C(F)(F)F. Drug 2: C1CC(=O)NC(=O)C1N2C(=O)C3=CC=CC=C3C2=O. Cell line: COLO 205. Synergy scores: CSS=13.4, Synergy_ZIP=-1.48, Synergy_Bliss=-0.0671, Synergy_Loewe=1.57, Synergy_HSA=-2.88. (2) Drug 1: CC1C(C(=O)NC(C(=O)N2CCCC2C(=O)N(CC(=O)N(C(C(=O)O1)C(C)C)C)C)C(C)C)NC(=O)C3=C4C(=C(C=C3)C)OC5=C(C(=O)C(=C(C5=N4)C(=O)NC6C(OC(=O)C(N(C(=O)CN(C(=O)C7CCCN7C(=O)C(NC6=O)C(C)C)C)C)C(C)C)C)N)C. Drug 2: CC1=C2C(C(=O)C3(C(CC4C(C3C(C(C2(C)C)(CC1OC(=O)C(C(C5=CC=CC=C5)NC(=O)C6=CC=CC=C6)O)O)OC(=O)C7=CC=CC=C7)(CO4)OC(=O)C)O)C)OC(=O)C. Cell line: SK-MEL-28. Synergy scores: CSS=21.5, Synergy_ZIP=3.84, Synergy_Bliss=12.9, Synergy_Loewe=-6.17, Synergy_HSA=-1.19.